Dataset: Catalyst prediction with 721,799 reactions and 888 catalyst types from USPTO. Task: Predict which catalyst facilitates the given reaction. Reactant: [C:1]([O:5][C:6]([N:8]1[CH2:11][CH:10]([CH2:12][C:13](O)=[O:14])[CH2:9]1)=[O:7])([CH3:4])([CH3:3])[CH3:2].B. The catalyst class is: 1. Product: [C:1]([O:5][C:6]([N:8]1[CH2:11][CH:10]([CH2:12][CH2:13][OH:14])[CH2:9]1)=[O:7])([CH3:4])([CH3:3])[CH3:2].